This data is from Reaction yield outcomes from USPTO patents with 853,638 reactions. The task is: Predict the reaction yield, written as a fraction of the theoretical maximum amount of product (1.0 means a 100% yield; for example, 0.34 means a 34% yield). (1) The reactants are C[O:2][C:3](=O)[CH2:4][C:5]([C:7]1[CH:16]=[CH:15][C:10]([C:11]([O:13][CH3:14])=[O:12])=[CH:9][CH:8]=1)=O.S(O)(O)(=O)=O.[CH3:23][NH:24][NH2:25].C(N(CC)CC)C. The catalyst is C(O)C. The product is [CH3:23][N:24]1[C:3](=[O:2])[CH2:4][C:5]([C:7]2[CH:16]=[CH:15][C:10]([C:11]([O:13][CH3:14])=[O:12])=[CH:9][CH:8]=2)=[N:25]1. The yield is 0.690. (2) The reactants are C(C1C=C(S[C:12]([S:15][C:16]2[CH:21]=[C:20]([C:22]([CH3:25])([CH3:24])[CH3:23])[C:19]([O:26][CH2:27][C@H:28]3[C@H:32]([CH2:33][O:34][CH3:35])[O:31]C(OCC)[O:29]3)=[C:18]([C:39]([CH3:42])([CH3:41])[CH3:40])[CH:17]=2)([CH3:14])[CH3:13])C=C(C(C)(C)C)C=1O)(C)(C)C.[C:48]([OH:51])(=O)[CH3:49]. The catalyst is CO.O. The product is [C:39]([C:18]1[CH:17]=[C:16]([SH:15]([CH:12]([CH3:13])[CH3:14])[S:15][C:16]2[CH:21]=[C:49]([C:22]([CH3:20])([CH3:23])[CH3:24])[C:48]([OH:51])=[C:18]([C:39]([CH3:42])([CH3:40])[CH3:41])[CH:17]=2)[CH:21]=[C:20]([C:22]([CH3:24])([CH3:25])[CH3:23])[C:19]=1[O:26][CH2:27][C@H:28]([OH:29])[C@@H:32]([OH:31])[CH2:33][O:34][CH3:35])([CH3:42])([CH3:41])[CH3:40]. The yield is 0.990.